This data is from In vitro SARS-CoV-2 activity screen of 1,480 approved drugs from Prestwick library. The task is: Binary Classification. Given a drug SMILES string, predict its activity (active/inactive) in a high-throughput screening assay against a specified biological target. (1) The compound is CC1=C(/C=C/C(C)=C/C=C/C(C)=C/C(=O)O)C(C)(C)CCC1. The result is 0 (inactive). (2) The compound is CN(C)CC/C=C1/c2ccccc2COc2ccc(CC(=O)O)cc21.Cl. The result is 0 (inactive). (3) The compound is CC(=O)O[C@]1(C(C)=O)CC[C@H]2[C@@H]3C=C(C)C4=CC(=O)CC[C@]4(C)[C@H]3CC[C@@]21C. The result is 0 (inactive). (4) The compound is Cl.Nc1c2c(nc3ccccc13)CCCC2. The result is 1 (active). (5) The compound is C/C=C(\C)C(=O)OC1[C@H](OC(C)=O)C2(CO)C(CC1(C)C)C1=CCC3C4(C)CCC(O[C@@H]5O[C@H](C(=O)O)[C@@H](O[C@@H]6O[C@H](CO)[C@@H](O)[C@H](O)[C@H]6O)[C@H](O)[C@H]5O[C@H]5O[C@H](CO)[C@@H](O)[C@H](O)[C@H]5O)[C@](C)(CO)C4CCC3(C)[C@]1(C)C[C@H]2O. The result is 0 (inactive). (6) The compound is CC(=O)OCC(=O)[C@@]1(O)CC[C@H]2[C@@H]3CCC4=CC(=O)C=C[C@]4(C)[C@@]3(F)[C@@H](O)C[C@@]21C. The result is 0 (inactive). (7) The compound is c1coc(CNc2ncnc3nc[nH]c23)c1. The result is 0 (inactive). (8) The molecule is O=C(NC(Cc1cc(=O)[nH]c2ccccc12)C(=O)O)c1ccc(Cl)cc1. The result is 0 (inactive).